From a dataset of Reaction yield outcomes from USPTO patents with 853,638 reactions. Predict the reaction yield, written as a fraction of the theoretical maximum amount of product (1.0 means a 100% yield; for example, 0.34 means a 34% yield). (1) The reactants are [N+:1]([C:4]1[CH:9]=[CH:8][C:7](B(O)O)=[CH:6][CH:5]=1)([O-:3])=[O:2].[C:13]([O:17][C:18]([N:20]1[CH2:25][CH:24]=[C:23](C2C=CC(N)=CC=2)[CH2:22][CH2:21]1)=[O:19])([CH3:16])([CH3:15])[CH3:14]. The catalyst is CCOC(C)=O. The product is [C:13]([O:17][C:18]([N:20]1[CH2:21][CH:22]=[C:23]([C:7]2[CH:8]=[CH:9][C:4]([N+:1]([O-:3])=[O:2])=[CH:5][CH:6]=2)[CH2:24][CH2:25]1)=[O:19])([CH3:16])([CH3:14])[CH3:15]. The yield is 0.900. (2) The reactants are Cl.[N:2]1[CH:7]=[CH:6][CH:5]=[CH:4][C:3]=1[C:8](Cl)=[O:9].[Br:11][C:12]1[C:13]([F:22])=[C:14]2[C:20]([NH2:21])=[CH:19][NH:18][C:15]2=[N:16][CH:17]=1.[Li+].[OH-]. The catalyst is N1C=CC=CC=1.C1COCC1. The product is [Br:11][C:12]1[C:13]([F:22])=[C:14]2[C:20]([NH:21][C:8](=[O:9])[C:3]3[CH:4]=[CH:5][CH:6]=[CH:7][N:2]=3)=[CH:19][NH:18][C:15]2=[N:16][CH:17]=1. The yield is 0.820.